Dataset: Reaction yield outcomes from USPTO patents with 853,638 reactions. Task: Predict the reaction yield, written as a fraction of the theoretical maximum amount of product (1.0 means a 100% yield; for example, 0.34 means a 34% yield). (1) The reactants are I[C:2]1[CH:7]=[CH:6][C:5]([CH2:8][N:9]2[CH2:13][CH2:12][CH2:11][C:10]2=[O:14])=[CH:4][CH:3]=1.[CH3:15][N:16]1[CH2:21][CH2:20][C:19]2[C:22]([C:25]([F:28])([F:27])[F:26])=[N:23][NH:24][C:18]=2[CH2:17]1.CN(C)CC(O)=O.C(=O)([O-])[O-].[Cs+].[Cs+]. The catalyst is CS(C)=O.[Cu-]=O. The product is [CH3:15][N:16]1[CH2:21][CH2:20][C:19]2[C:22]([C:25]([F:28])([F:26])[F:27])=[N:23][N:24]([C:2]3[CH:7]=[CH:6][C:5]([CH2:8][N:9]4[CH2:13][CH2:12][CH2:11][C:10]4=[O:14])=[CH:4][CH:3]=3)[C:18]=2[CH2:17]1. The yield is 0.400. (2) The reactants are CI.[C:3](=[O:6])([O-])[O-].[K+].[K+].[Cl:9][C:10]1[CH:15]=[CH:14][CH:13]=[C:12]([F:16])[C:11]=1O. The product is [Cl:9][C:10]1[CH:15]=[CH:14][CH:13]=[C:12]([F:16])[C:11]=1[O:6][CH3:3]. The catalyst is O1CCCC1. The yield is 0.940. (3) The reactants are [Li][CH2:2][CH2:3][CH2:4]C.[I-].C([P+](C1C=CC=CC=1)(C1C=CC=CC=1)C1C=CC=CC=1)(C)C.[CH:29]([C@@H:31]1[CH2:35][N:34]([C:36]([O:38][CH2:39][C:40]2[CH:45]=[CH:44][CH:43]=[CH:42][CH:41]=2)=[O:37])[C:33](=[O:46])[CH2:32]1)=O.[NH4+].[Cl-]. The catalyst is C1COCC1. The product is [CH3:2][C:3]([CH3:4])=[CH:29][C@@H:31]1[CH2:35][N:34]([C:36]([O:38][CH2:39][C:40]2[CH:45]=[CH:44][CH:43]=[CH:42][CH:41]=2)=[O:37])[C:33](=[O:46])[CH2:32]1. The yield is 0.600. (4) The reactants are [Cl:1][C:2]1[CH:7]=[C:6](/[CH:8]=[CH:9]/[CH:10]([C:15]2[CH:20]=[C:19]([Cl:21])[C:18]([Cl:22])=[C:17]([Cl:23])[CH:16]=2)[C:11]([F:14])([F:13])[F:12])[CH:5]=[CH:4][C:3]=1[CH2:24][NH2:25].CCN(CC)CC.[CH3:33][N:34]([CH3:38])[C:35](Cl)=[O:36]. The catalyst is C(Cl)Cl. The product is [Cl:1][C:2]1[CH:7]=[C:6](/[CH:8]=[CH:9]/[CH:10]([C:15]2[CH:20]=[C:19]([Cl:21])[C:18]([Cl:22])=[C:17]([Cl:23])[CH:16]=2)[C:11]([F:14])([F:13])[F:12])[CH:5]=[CH:4][C:3]=1[CH2:24][NH:25][C:35](=[O:36])[N:34]([CH3:38])[CH3:33]. The yield is 0.600. (5) The reactants are [NH2:1][C:2]1[C:3]([N+:13]([O-:15])=[O:14])=[C:4]([C:9]([Br:12])=[CH:10][CH:11]=1)[C:5]([O:7][CH3:8])=[O:6].Br[C:17]([CH3:24])(C)[C:18]([O:20][CH2:21][CH3:22])=[O:19].[I-].[K+].[C:27](=O)([O-])[O-].[Cs+].[Cs+]. The catalyst is O.C(OCC)(=O)C. The product is [Br:12][C:9]1[C:4]([C:5]([O:7][CH3:8])=[O:6])=[C:3]([N+:13]([O-:15])=[O:14])[C:2]([NH:1][CH:24]([CH2:17][C:18]([O:20][CH2:21][CH3:22])=[O:19])[CH3:27])=[CH:11][CH:10]=1. The yield is 0.310. (6) The reactants are [C:1]([NH:24][CH:25]([CH2:29][CH:30]([CH3:32])[CH3:31])[C:26]([OH:28])=[O:27])(=[O:23])[CH2:2][CH2:3][CH:4]=[CH:5][CH2:6][CH:7]=[CH:8][CH2:9][CH:10]=[CH:11][CH2:12][CH:13]=[CH:14][CH2:15][CH:16]=[CH:17][CH2:18][CH:19]=[CH:20][CH2:21][CH3:22].O[C:34]1[CH:44]=[CH:43][CH:42]=[CH:41][C:35]=1[C:36]([O:38][CH2:39][CH3:40])=[O:37].C1CCC(N=C=NC2CCCCC2)CC1. The catalyst is CC#N.C1COCC1.CN(C1C=CN=CC=1)C. The product is [C:1]([NH:24][CH:25]([CH2:29][CH:30]([CH3:31])[CH3:32])[C:26]([O:28][C:41]1[CH:42]=[CH:43][CH:44]=[CH:34][C:35]=1[C:36]([O:38][CH2:39][CH3:40])=[O:37])=[O:27])(=[O:23])[CH2:2][CH2:3][CH:4]=[CH:5][CH2:6][CH:7]=[CH:8][CH2:9][CH:10]=[CH:11][CH2:12][CH:13]=[CH:14][CH2:15][CH:16]=[CH:17][CH2:18][CH:19]=[CH:20][CH2:21][CH3:22]. The yield is 0.670. (7) The reactants are [CH3:1][N:2]1[CH2:7][CH2:6][NH:5][CH2:4][CH2:3]1.C(O[BH-](OC(=O)C)OC(=O)C)(=O)C.[Na+].C(O)(=O)C.C(OC([N:33]1[CH2:38][CH2:37][C:36](=O)[CH2:35][CH2:34]1)=O)(C)(C)C.C(=O)([O-])O.[Na+]. The catalyst is ClCCl. The product is [CH3:1][N:2]1[CH2:7][CH2:6][N:5]([CH:36]2[CH2:37][CH2:38][NH:33][CH2:34][CH2:35]2)[CH2:4][CH2:3]1. The yield is 0.600. (8) The reactants are [Br:1][C:2]1[CH:7]=[CH:6][C:5]([S:8](Cl)(=[O:10])=[O:9])=[CH:4][C:3]=1[F:12].[CH2:13]([NH2:16])[CH2:14][CH3:15]. The catalyst is ClCCl. The product is [Br:1][C:2]1[CH:7]=[CH:6][C:5]([S:8]([NH:16][CH2:13][CH2:14][CH3:15])(=[O:10])=[O:9])=[CH:4][C:3]=1[F:12]. The yield is 0.900. (9) The reactants are [CH3:1][N:2]([CH2:18][C:19]1[O:20][C:21]2[CH:28]=[CH:27][CH:26]=[CH:25][C:22]=2[C:23]=1[CH3:24])[C:3](=[O:17])/[CH:4]=[CH:5]/[C:6]1[CH:16]=[N:15][C:9]2[NH:10][CH2:11][CH2:12][NH:13][CH2:14][C:8]=2[CH:7]=1.[ClH:29]. The catalyst is C(Cl)Cl.CCOCC. The product is [ClH:29].[CH3:1][N:2]([CH2:18][C:19]1[O:20][C:21]2[CH:28]=[CH:27][CH:26]=[CH:25][C:22]=2[C:23]=1[CH3:24])[C:3](=[O:17])/[CH:4]=[CH:5]/[C:6]1[CH:16]=[N:15][C:9]2[NH:10][CH2:11][CH2:12][NH:13][CH2:14][C:8]=2[CH:7]=1. The yield is 0.970. (10) The reactants are [Br:1][C:2]1[CH:7]=[CH:6][C:5]([CH2:8][C:9](O)=[O:10])=[C:4]([N+:12]([O-])=O)[CH:3]=1.S(=O)(=O)(O)O. The catalyst is C(O)C.[Zn]. The product is [Br:1][C:2]1[CH:3]=[C:4]2[C:5]([CH2:8][C:9](=[O:10])[NH:12]2)=[CH:6][CH:7]=1. The yield is 0.900.